This data is from Forward reaction prediction with 1.9M reactions from USPTO patents (1976-2016). The task is: Predict the product of the given reaction. (1) Given the reactants [CH3:1][C:2]1([CH2:6][O:7][C:8]2[CH:13]=[CH:12][C:11]([N+:14]([O-])=O)=[CH:10][C:9]=2[N:17]2[C:21](=[O:22])[N:20]([CH3:23])[N:19]=[N:18]2)[CH2:5][O:4][CH2:3]1, predict the reaction product. The product is: [NH2:14][C:11]1[CH:12]=[CH:13][C:8]([O:7][CH2:6][C:2]2([CH3:1])[CH2:5][O:4][CH2:3]2)=[C:9]([N:17]2[C:21](=[O:22])[N:20]([CH3:23])[N:19]=[N:18]2)[CH:10]=1. (2) Given the reactants [Si:1]([O:8][CH2:9][C:10](=[CH2:29])[CH2:11][N:12]([CH2:18][C:19]1[CH:24]=[CH:23][C:22]([O:25][CH3:26])=[CH:21][C:20]=1[O:27][CH3:28])[C:13](=[O:17])[CH:14]=[N+]=[N-])([C:4]([CH3:7])([CH3:6])[CH3:5])([CH3:3])[CH3:2], predict the reaction product. The product is: [Si:1]([O:8][CH2:9][C:10]12[CH2:29][CH:14]1[C:13](=[O:17])[N:12]([CH2:18][C:19]1[CH:24]=[CH:23][C:22]([O:25][CH3:26])=[CH:21][C:20]=1[O:27][CH3:28])[CH2:11]2)([C:4]([CH3:7])([CH3:6])[CH3:5])([CH3:3])[CH3:2].